This data is from Forward reaction prediction with 1.9M reactions from USPTO patents (1976-2016). The task is: Predict the product of the given reaction. (1) Given the reactants [Cl:1][C:2]1[CH:3]=[N:4][C:5]2[N:6]([N:8]=[C:9]([C:11]([OH:13])=O)[CH:10]=2)[CH:7]=1.[CH3:14][CH:15]1[NH:20][CH2:19][CH2:18][N:17]2[C:21]([C:24]3[CH:29]=[CH:28][N:27]=[CH:26][N:25]=3)=[N:22][N:23]=[C:16]12, predict the reaction product. The product is: [Cl:1][C:2]1[CH:3]=[N:4][C:5]2[N:6]([N:8]=[C:9]([C:11]([N:20]3[CH2:19][CH2:18][N:17]4[C:21]([C:24]5[CH:29]=[CH:28][N:27]=[CH:26][N:25]=5)=[N:22][N:23]=[C:16]4[CH:15]3[CH3:14])=[O:13])[CH:10]=2)[CH:7]=1. (2) Given the reactants FC(F)(F)C([NH:5][C@H:6]1[CH2:15][CH2:14][C:13]2[C:8](=[C:9]([O:26][CH3:27])[CH:10]=[CH:11][C:12]=2[S:16]([NH:19][C:20]2[CH:25]=[CH:24][CH:23]=[CH:22][N:21]=2)(=[O:18])=[O:17])[CH2:7]1)=O.[OH-].[Na+].Cl, predict the reaction product. The product is: [NH2:5][C@H:6]1[CH2:15][CH2:14][C:13]2[C:12]([S:16]([NH:19][C:20]3[CH:25]=[CH:24][CH:23]=[CH:22][N:21]=3)(=[O:17])=[O:18])=[CH:11][CH:10]=[C:9]([O:26][CH3:27])[C:8]=2[CH2:7]1. (3) Given the reactants Br[CH:2]([C:16]1[CH:21]=[CH:20][CH:19]=[CH:18][CH:17]=1)[C:3]([C:5]1[CH:6]=[CH:7][C:8]2[O:13][CH2:12][C:11](=[O:14])[NH:10][C:9]=2[CH:15]=1)=O.[NH2:22][N:23]1[C:27]([CH3:28])=[N:26][N:25]=[C:24]1[SH:29], predict the reaction product. The product is: [CH3:28][C:27]1[N:23]2[C:24]([S:29][CH:2]([C:16]3[CH:21]=[CH:20][CH:19]=[CH:18][CH:17]=3)[C:3]([C:5]3[CH:6]=[CH:7][C:8]4[O:13][CH2:12][C:11](=[O:14])[NH:10][C:9]=4[CH:15]=3)=[N:22]2)=[N:25][N:26]=1. (4) Given the reactants Br[C:2]1[C:3](=[O:17])[N:4]([C:11]2[CH:16]=[CH:15][CH:14]=[CH:13][CH:12]=2)[N:5]2[CH2:10][CH2:9][CH2:8][CH2:7][C:6]=12.[CH:18]1(B(O)O)[CH2:20][CH2:19]1.P([O-])([O-])([O-])=O.[K+].[K+].[K+].C1(P(C2CCCCC2)C2CCCCC2)CCCCC1, predict the reaction product. The product is: [CH:18]1([C:2]2[C:3](=[O:17])[N:4]([C:11]3[CH:16]=[CH:15][CH:14]=[CH:13][CH:12]=3)[N:5]3[CH2:10][CH2:9][CH2:8][CH2:7][C:6]=23)[CH2:20][CH2:19]1. (5) The product is: [N:8]1[CH:9]=[CH:10][CH:11]=[CH:12][C:7]=1[C:4]1[CH:5]=[CH:6][C:1]([CH2:13][Cl:14])=[CH:2][CH:3]=1. Given the reactants [C:1]1([CH3:13])[CH:6]=[CH:5][C:4]([C:7]2[CH:12]=[CH:11][CH:10]=[CH:9][N:8]=2)=[CH:3][CH:2]=1.[Cl:14]N1C(=O)CCC1=O, predict the reaction product. (6) Given the reactants [CH3:1][C:2]1[C:23]([N:24]2[C:28]3[CH:29]=[CH:30][C:31]([C:33]([F:36])([F:35])[F:34])=[CH:32][C:27]=3[N:26]=[C:25]2[C@H:37]2[CH2:41][CH2:40][CH2:39][O:38]2)=[CH:22][CH:21]=[CH:20][C:3]=1[CH2:4][NH:5][C:6]1[CH:19]=[CH:18][C:9]2[C@H:10]([CH2:13][C:14]([O:16]C)=[O:15])[CH2:11][O:12][C:8]=2[CH:7]=1.O.[OH-].[Li+].Cl, predict the reaction product. The product is: [CH3:1][C:2]1[C:23]([N:24]2[C:28]3[CH:29]=[CH:30][C:31]([C:33]([F:35])([F:36])[F:34])=[CH:32][C:27]=3[N:26]=[C:25]2[C@H:37]2[CH2:41][CH2:40][CH2:39][O:38]2)=[CH:22][CH:21]=[CH:20][C:3]=1[CH2:4][NH:5][C:6]1[CH:19]=[CH:18][C:9]2[C@H:10]([CH2:13][C:14]([OH:16])=[O:15])[CH2:11][O:12][C:8]=2[CH:7]=1.